From a dataset of Catalyst prediction with 721,799 reactions and 888 catalyst types from USPTO. Predict which catalyst facilitates the given reaction. (1) Reactant: [H-].[Na+].[CH2:3]([SH:5])[CH3:4].CN(C=O)C.Cl[C:12]1[C:13]([C:22]([NH:24][C:25]2[CH:30]=[CH:29][C:28]([C:31]([F:34])([F:33])[F:32])=[CH:27][N:26]=2)=[O:23])=[N:14][CH:15]=[C:16]([C:18]([F:21])([F:20])[F:19])[CH:17]=1. Product: [CH2:3]([S:5][C:12]1[C:13]([C:22]([NH:24][C:25]2[CH:30]=[CH:29][C:28]([C:31]([F:32])([F:33])[F:34])=[CH:27][N:26]=2)=[O:23])=[N:14][CH:15]=[C:16]([C:18]([F:19])([F:20])[F:21])[CH:17]=1)[CH3:4]. The catalyst class is: 6. (2) Reactant: C[O:2][C:3]([C:5]1[CH:6]=[C:7]([C:11]2[CH:16]=[CH:15][C:14]([CH2:17][NH:18][C:19]([C:21]3[C:22]([O:27][C:28]4[CH:33]=[CH:32][CH:31]=[C:30]([C:34]#[N:35])[CH:29]=4)=[N:23][CH:24]=[CH:25][CH:26]=3)=[O:20])=[C:13]([F:36])[CH:12]=2)[CH:8]=[CH:9][CH:10]=1)=[O:4].[Li+].[OH-].Cl.CO.ClCCl. Product: [C:34]([C:30]1[CH:29]=[C:28]([CH:33]=[CH:32][CH:31]=1)[O:27][C:22]1[C:21]([C:19]([NH:18][CH2:17][C:14]2[CH:15]=[CH:16][C:11]([C:7]3[CH:8]=[CH:9][CH:10]=[C:5]([C:3]([OH:4])=[O:2])[CH:6]=3)=[CH:12][C:13]=2[F:36])=[O:20])=[CH:26][CH:25]=[CH:24][N:23]=1)#[N:35]. The catalyst class is: 30. (3) Reactant: C([N:8]1[CH2:13][CH2:12][CH:11]([N:14]2[C:18](=[O:19])[CH2:17][CH:16]([C:20]([OH:22])=[O:21])[CH2:15]2)[CH2:10][CH2:9]1)C1C=CC=CC=1.[CH3:35][C:34]([O:33][C:31](O[C:31]([O:33][C:34]([CH3:37])([CH3:36])[CH3:35])=[O:32])=[O:32])([CH3:37])[CH3:36].[H][H]. Product: [C:34]([O:33][C:31]([N:8]1[CH2:9][CH2:10][CH:11]([N:14]2[C:18](=[O:19])[CH2:17][CH:16]([C:20]([OH:22])=[O:21])[CH2:15]2)[CH2:12][CH2:13]1)=[O:32])([CH3:35])([CH3:36])[CH3:37]. The catalyst class is: 19. (4) Reactant: C([BH3-])#N.[Na+].[CH3:5][O:6][N:7]=[CH:8][CH2:9][CH2:10][CH2:11][N:12]1[C:24]2[C:23]3[CH:22]=[CH:21][CH:20]=[CH:19][C:18]=3[N:17]=[C:16]([NH2:25])[C:15]=2[N:14]=[C:13]1[CH3:26]. Product: [CH3:5][O:6][NH:7][CH2:8][CH2:9][CH2:10][CH2:11][N:12]1[C:24]2[C:23]3[CH:22]=[CH:21][CH:20]=[CH:19][C:18]=3[N:17]=[C:16]([NH2:25])[C:15]=2[N:14]=[C:13]1[CH3:26]. The catalyst class is: 212. (5) Reactant: [I-:1].[I-:1].[I-:1].[CH3:4][N:5]([CH3:23])[C:6]1[CH:7]=[C:8]([CH2:21][CH3:22])[C:9]2[C:18]([CH:19]=1)=[S+:17][C:16]1[C:11](=[C:12]([CH3:20])[CH:13]=[CH:14][CH:15]=1)[N:10]=2.[CH3:4][N:5]([C:6]1[CH:7]=[C:8]([CH2:21][CH3:22])[C:9]2[C:18]([CH:19]=1)=[S+:17][C:16]1[C:11](=[C:12]([CH3:20])[CH:13]=[CH:14][CH:15]=1)[N:10]=2)[CH3:23].[CH3:4][N:5]([C:6]1[CH:7]=[C:8]([CH2:21][CH3:22])[C:9]2[C:18]([CH:19]=1)=[S+:17][C:16]1[C:11](=[C:12]([CH3:20])[CH:13]=[CH:14][CH:15]=1)[N:10]=2)[CH3:23].[CH3:64][N:65]1[CH2:70][CH2:69][NH:68][CH2:67][CH2:66]1. Product: [I-:1].[CH3:4][N:5]([CH3:23])[C:6]1[CH:7]=[C:8]([CH2:21][CH3:22])[C:9]2[C:18]([CH:19]=1)=[S+:17][C:16]1[C:11](=[C:12]([CH3:20])[CH:13]=[C:14]([N:68]3[CH2:69][CH2:70][N:65]([CH3:64])[CH2:66][CH2:67]3)[CH:15]=1)[N:10]=2. The catalyst class is: 5. (6) Reactant: [Cl:1][C:2]1[CH:3]=[C:4]2[C:8](=[CH:9][CH:10]=1)[NH:7][C:6]([C:11](N(OC)C)=[O:12])=[CH:5]2.[CH2:17]([Li])[CH2:18][CH2:19][CH2:20][CH2:21][CH3:22].Cl. Product: [Cl:1][C:2]1[CH:3]=[C:4]2[C:8](=[CH:9][CH:10]=1)[NH:7][C:6]([C:11](=[O:12])[CH2:17][CH2:18][CH2:19][CH2:20][CH2:21][CH3:22])=[CH:5]2. The catalyst class is: 188. (7) Reactant: C([O:3][C:4](=[O:25])[CH2:5][C:6]1[CH:11]=[CH:10][N:9]=[C:8]([NH:12][CH2:13][C:14]([F:23])([F:22])[C:15]2[CH:20]=[CH:19][CH:18]=[CH:17][N+:16]=2[O-:21])[C:7]=1[F:24])C.[Li+].[OH-].Cl. Product: [F:23][C:14]([F:22])([C:15]1[CH:20]=[CH:19][CH:18]=[CH:17][N+:16]=1[O-:21])[CH2:13][NH:12][C:8]1[C:7]([F:24])=[C:6]([CH2:5][C:4]([OH:25])=[O:3])[CH:11]=[CH:10][N:9]=1. The catalyst class is: 5.